This data is from Forward reaction prediction with 1.9M reactions from USPTO patents (1976-2016). The task is: Predict the product of the given reaction. (1) Given the reactants C1(C2(C(O)=O)CCCC2)C=CC=CC=1.C[CH:16](C)[CH:17]([C:40]1C=C[CH:43]=[CH:42][CH:41]=1)[C:18]([NH:20][C@@H:21]1[C@H:28]2[C@H:24]([CH2:25][N:26]([CH2:29][C:30]3[CH:35]=[CH:34][CH:33]=[C:32]([C:36]([F:39])([F:38])[F:37])[CH:31]=3)[CH2:27]2)[CH2:23][CH2:22]1)=[O:19].C(N1C[C@H]2C(N)CC[C@H]2C1)C1C=CC=CC=1, predict the reaction product. The product is: [F:37][C:36]([F:38])([F:39])[C:32]1[CH:31]=[C:30]([CH:35]=[CH:34][CH:33]=1)[CH2:29][N:26]1[CH2:27][C@H:28]2[C@@H:21]([NH:20][C:18]([CH:17]3[CH2:16][CH2:43][CH2:42][CH2:41][CH2:40]3)=[O:19])[CH2:22][CH2:23][C@H:24]2[CH2:25]1. (2) The product is: [CH3:33][O:34][CH2:35][CH2:36][O:3][C:4]1[CH:5]=[C:6]([CH:30]=[CH:31][CH:32]=1)[O:7][CH2:8][CH2:9][O:10][C:11]1[C:12]([N:17]2[CH2:22][CH2:21][N:20]([C:23]([O:25][C:26]([CH3:28])([CH3:29])[CH3:27])=[O:24])[CH2:19][CH2:18]2)=[N:13][CH:14]=[CH:15][N:16]=1. Given the reactants [H-].[Na+].[OH:3][C:4]1[CH:5]=[C:6]([CH:30]=[CH:31][CH:32]=1)[O:7][CH2:8][CH2:9][O:10][C:11]1[C:12]([N:17]2[CH2:22][CH2:21][N:20]([C:23]([O:25][C:26]([CH3:29])([CH3:28])[CH3:27])=[O:24])[CH2:19][CH2:18]2)=[N:13][CH:14]=[CH:15][N:16]=1.[CH3:33][O:34][CH2:35][CH2:36]Br, predict the reaction product. (3) Given the reactants C(O)=O.[C:4]1([C:10]2[N:11]=[C:12]([N:15]3[CH2:20][CH2:19][CH:18]([NH:21][C:22]4[CH:37]=[CH:36][C:25]([CH2:26][CH2:27][NH:28][C:29](=O)OC(C)(C)C)=[CH:24][CH:23]=4)[CH2:17][CH2:16]3)[S:13][CH:14]=2)[CH:9]=[CH:8][CH:7]=[CH:6][CH:5]=1.C([Si]([O:55][C:56]1[CH:61]=[CH:60][C:59]([O:62][CH2:63][CH:64]2C[O:65]2)=[CH:58][CH:57]=1)(C1C=CC=CC=1)C1C=CC=CC=1)(C)(C)C, predict the reaction product. The product is: [OH:65][C@@H:64]([CH2:29][NH:28][CH2:27][CH2:26][C:25]1[CH:24]=[CH:23][C:22]([NH:21][CH:18]2[CH2:19][CH2:20][N:15]([C:12]3[S:13][CH:14]=[C:10]([C:4]4[CH:5]=[CH:6][CH:7]=[CH:8][CH:9]=4)[N:11]=3)[CH2:16][CH2:17]2)=[CH:37][CH:36]=1)[CH2:63][O:62][C:59]1[CH:60]=[CH:61][C:56]([OH:55])=[CH:57][CH:58]=1. (4) Given the reactants [CH3:1][O:2][CH2:3][CH:4]([OH:8])[CH2:5][O:6][CH3:7].[H-].[Na+].Br.Cl[C:13]1[CH:14]=[CH:15][C:16]2[N:17]([C:19]([NH2:22])=[N:20][N:21]=2)[N:18]=1.O.[CH3:24]N(C=O)C, predict the reaction product. The product is: [CH3:1][O:2][CH2:3][CH:4]([CH2:5][O:6][CH3:7])[O:8][C:13]1[CH:14]=[C:15]([CH3:24])[C:16]2[N:17]([C:19]([NH2:22])=[N:20][N:21]=2)[N:18]=1. (5) Given the reactants [Cl:1][C:2]1[CH:7]=[CH:6][C:5]([C:8]2([NH:12][C:13]([NH2:15])=[S:14])[CH2:11][CH2:10][CH2:9]2)=[CH:4][CH:3]=1.Br[CH:17]([CH:23]([CH3:25])[CH3:24])[C:18](OCC)=[O:19], predict the reaction product. The product is: [Cl:1][C:2]1[CH:3]=[CH:4][C:5]([C:8]2([NH:12][C:13]3[S:14][CH:17]([CH:23]([CH3:25])[CH3:24])[C:18](=[O:19])[N:15]=3)[CH2:9][CH2:10][CH2:11]2)=[CH:6][CH:7]=1. (6) Given the reactants [CH2:1]([S:3]([NH:6][C:7]1[CH:8]=[C:9]([CH:36]=[CH:37][CH:38]=1)[O:10][C:11]1[CH:16]=[C:15]([F:17])[CH:14]=[C:13]([NH:18][C:19]2[CH:24]=[CH:23][C:22]([I:25])=[CH:21][C:20]=2[F:26])[C:12]=1[NH:27][S:28]([CH2:31][C:32](OC)=[O:33])(=[O:30])=[O:29])(=[O:5])=[O:4])[CH3:2].[H-].[H-].[H-].[H-].[Li+].[Al+3].C(OCC)(=O)C, predict the reaction product. The product is: [CH2:1]([S:3]([NH:6][C:7]1[CH:8]=[C:9]([CH:36]=[CH:37][CH:38]=1)[O:10][C:11]1[CH:16]=[C:15]([F:17])[CH:14]=[C:13]([NH:18][C:19]2[CH:24]=[CH:23][C:22]([I:25])=[CH:21][C:20]=2[F:26])[C:12]=1[NH:27][S:28]([CH2:31][CH2:32][OH:33])(=[O:29])=[O:30])(=[O:5])=[O:4])[CH3:2].